The task is: Predict the reactants needed to synthesize the given product.. This data is from Full USPTO retrosynthesis dataset with 1.9M reactions from patents (1976-2016). (1) Given the product [F:34][C:32]1[CH:31]=[CH:30][C:28]2[N:29]=[C:6]([NH:7][C@H:8]3[CH2:9][C@H:10]([N:12]4[C:16]5=[N:17][CH:18]=[CH:19][CH:20]=[C:15]5[NH:14][C:13]4=[O:21])[CH2:11]3)[S:26][C:27]=2[CH:33]=1, predict the reactants needed to synthesize it. The reactants are: C(O[C:6](=O)[NH:7][C@H:8]1[CH2:11][C@H:10]([N:12]2[C:16]3=[N:17][CH:18]=[CH:19][CH:20]=[C:15]3[N:14]=[C:13]2[O:21]C)[CH2:9]1)(C)(C)C.ClC1[S:26][C:27]2[CH:33]=[C:32]([F:34])[CH:31]=[CH:30][C:28]=2[N:29]=1.C(N(C(C)C)CC)(C)C. (2) Given the product [CH3:1][O:2][C:3](=[O:26])[CH2:4][C:5]1[CH:10]=[CH:9][CH:8]=[C:7]([O:11][C:12]2[CH:17]=[CH:16][C:15]([C:18]([F:20])([F:19])[F:21])=[CH:14][C:13]=2[CH2:22][N:23]([C:27](=[O:34])[C:28]2[CH:33]=[CH:32][CH:31]=[CH:30][CH:29]=2)[CH2:24][CH3:25])[CH:6]=1, predict the reactants needed to synthesize it. The reactants are: [CH3:1][O:2][C:3](=[O:26])[CH2:4][C:5]1[CH:10]=[CH:9][CH:8]=[C:7]([O:11][C:12]2[CH:17]=[CH:16][C:15]([C:18]([F:21])([F:20])[F:19])=[CH:14][C:13]=2[CH2:22][NH:23][CH2:24][CH3:25])[CH:6]=1.[C:27](Cl)(=[O:34])[C:28]1[CH:33]=[CH:32][CH:31]=[CH:30][CH:29]=1.